Dataset: Forward reaction prediction with 1.9M reactions from USPTO patents (1976-2016). Task: Predict the product of the given reaction. (1) Given the reactants [Cl:1][C:2]1[CH:3]=[C:4]([C:12]2[N:16]=[C:15]([C:17]3[CH:18]=[C:19]4[C:23](=[CH:24][CH:25]=3)[CH2:22][NH:21][CH2:20]4)[O:14][N:13]=2)[CH:5]=[CH:6][C:7]=1[O:8][CH:9]([CH3:11])[CH3:10].[C:26]([O:30][CH3:31])(=[O:29])[CH:27]=[CH2:28], predict the reaction product. The product is: [Cl:1][C:2]1[CH:3]=[C:4]([C:12]2[N:16]=[C:15]([C:17]3[CH:18]=[C:19]4[C:23](=[CH:24][CH:25]=3)[CH2:22][N:21]([CH2:28][CH2:27][C:26]([O:30][CH3:31])=[O:29])[CH2:20]4)[O:14][N:13]=2)[CH:5]=[CH:6][C:7]=1[O:8][CH:9]([CH3:11])[CH3:10]. (2) Given the reactants Cl[C:2]1[C:9]([N+:10]([O-:12])=[O:11])=[CH:8][CH:7]=[C:6]([Cl:13])[C:3]=1[C:4]#[N:5].[NH3:14], predict the reaction product. The product is: [NH2:14][C:2]1[C:9]([N+:10]([O-:12])=[O:11])=[CH:8][CH:7]=[C:6]([Cl:13])[C:3]=1[C:4]#[N:5].